Dataset: Full USPTO retrosynthesis dataset with 1.9M reactions from patents (1976-2016). Task: Predict the reactants needed to synthesize the given product. (1) Given the product [CH3:17][N:18]([CH3:19])[CH:10]([C:3]1[N:4]([CH3:9])[CH:5]=[CH:6][C:7](=[O:8])[C:2]=1[OH:1])[C:11]([F:14])([F:13])[F:12], predict the reactants needed to synthesize it. The reactants are: [OH:1][C:2]1[C:7](=[O:8])[CH:6]=[CH:5][N:4]([CH3:9])[C:3]=1[CH:10](O)[C:11]([F:14])([F:13])[F:12].Cl.[CH3:17][NH:18][CH3:19].CCN(CC)CC. (2) Given the product [OH:1][C:2]([CH3:34])([CH3:35])[CH2:3][C@@:4]1([C:28]2[CH:33]=[CH:32][CH:31]=[CH:30][CH:29]=2)[O:9][C:8](=[O:10])[N:7]([C@H:11]([C:13]2[CH:14]=[CH:15][C:16]([C:37]3[S:41][C:40]([N:42]4[CH:47]=[CH:46][CH:45]=[CH:44][C:43]4=[O:48])=[N:39][CH:38]=3)=[CH:17][CH:18]=2)[CH3:12])[CH2:6][CH2:5]1, predict the reactants needed to synthesize it. The reactants are: [OH:1][C:2]([CH3:35])([CH3:34])[CH2:3][C@@:4]1([C:28]2[CH:33]=[CH:32][CH:31]=[CH:30][CH:29]=2)[O:9][C:8](=[O:10])[N:7]([C@H:11]([C:13]2[CH:18]=[CH:17][C:16](B3OC(C)(C)C(C)(C)O3)=[CH:15][CH:14]=2)[CH3:12])[CH2:6][CH2:5]1.Br[C:37]1[S:41][C:40]([N:42]2[CH:47]=[CH:46][CH:45]=[CH:44][C:43]2=[O:48])=[N:39][CH:38]=1. (3) Given the product [CH2:15]([O:17][C:18]1[CH:19]=[C:20]([C:24]2[CH:32]=[C:31]3[C:27]([C:28](=[CH:12][C:9]4[NH:8][C:7]([CH3:14])=[C:6]([CH2:5][CH2:4][C:1]([OH:3])=[O:2])[C:10]=4[CH3:11])[C:29](=[O:33])[NH:30]3)=[CH:26][CH:25]=2)[CH:21]=[CH:22][CH:23]=1)[CH3:16], predict the reactants needed to synthesize it. The reactants are: [C:1]([CH2:4][CH2:5][C:6]1[C:10]([CH3:11])=[C:9]([CH:12]=O)[NH:8][C:7]=1[CH3:14])([OH:3])=[O:2].[CH2:15]([O:17][C:18]1[CH:19]=[C:20]([C:24]2[CH:32]=[C:31]3[C:27]([CH2:28][C:29](=[O:33])[NH:30]3)=[CH:26][CH:25]=2)[CH:21]=[CH:22][CH:23]=1)[CH3:16]. (4) The reactants are: [I:1][C:2]1[CH:3]=[C:4]2[C:9](=[CH:10][CH:11]=1)[C:8](=[O:12])[NH:7][C:6](=[O:13])/[C:5]/2=[CH:14]\[NH:15][C:16]1[CH:21]=[CH:20][C:19]([N:22]2[CH2:27][C@@H:26]([CH3:28])[N:25]([CH3:29])[CH2:24][C@@H:23]2[CH3:30])=[CH:18][CH:17]=1.BrC1C=C2C(=CC=1)[C:38](=[O:42])NC(=O)C2=CNC1C=CC(N2CC(C)NC(C)C2)=CC=1. Given the product [I:1][C:2]1[CH:3]=[C:4]2[C:9](=[CH:10][CH:11]=1)[C:8](=[O:12])[NH:7][C:6](=[O:13])/[C:5]/2=[CH:14]/[O:42][CH3:38].[CH3:30][CH:23]1[CH2:24][N:25]([CH3:29])[CH:26]([CH3:28])[CH2:27][N:22]1[C:19]1[CH:18]=[CH:17][C:16]([NH2:15])=[CH:21][CH:20]=1, predict the reactants needed to synthesize it. (5) Given the product [OH:1][C:2]([C:9]1[N:10]=[N:11][N:12]([CH2:14][C:15]2[CH:16]=[CH:17][N:18]3[C:22]([CH:23]=2)=[CH:21][C:20]([C:24]#[N:26])=[C:19]3[C:27]2[CH:28]=[N:29][C:30]([O:33][CH3:34])=[CH:31][CH:32]=2)[CH:13]=1)([C:5]([F:8])([F:7])[F:6])[CH2:3][CH3:4], predict the reactants needed to synthesize it. The reactants are: [OH:1][C:2]([C:9]1[N:10]=[N:11][N:12]([CH2:14][C:15]2[CH:16]=[CH:17][N:18]3[C:22]([CH:23]=2)=[CH:21][C:20]([C:24]([NH2:26])=O)=[C:19]3[C:27]2[CH:28]=[N:29][C:30]([O:33][CH3:34])=[CH:31][CH:32]=2)[CH:13]=1)([C:5]([F:8])([F:7])[F:6])[CH2:3][CH3:4].O.O.O.O.O.O.O.O.O.O.S([O-])([O-])(=O)=O.[Na+].[Na+]. (6) Given the product [CH3:15][O:3][C:4]12[CH2:13][CH:8]3[CH2:9][CH:10]([CH2:12][CH:6]([C:7]3=[O:14])[CH2:5]1)[CH2:11]2, predict the reactants needed to synthesize it. The reactants are: [H-].[Na+].[OH:3][C:4]12[CH2:13][CH:8]3[CH2:9][CH:10]([CH2:12][CH:6]([C:7]3=[O:14])[CH2:5]1)[CH2:11]2.[CH3:15]I.[Cl-].[Na+]. (7) Given the product [CH:55]1[C:56]2[CH:57]([CH2:59][O:60][C:61]([NH:63][CH2:64][C:65]([CH3:70])([CH3:69])[C:66]([NH:37][C@H:36]([C:35]([N:34]([CH3:42])[C@@H:29]([C@@H:30]([CH3:33])[CH2:31][CH3:32])[C@H:28]([O:43][CH3:44])[CH2:27][C:26]([N:22]3[CH2:23][CH2:24][CH2:25][C@H:21]3[C@H:3]([O:2][CH3:1])[C@@H:4]([CH3:20])[C:5]([NH:7][C@H:8]([C:16]([O:18][CH3:19])=[O:17])[CH2:9][C:10]3[CH:11]=[CH:12][CH:13]=[CH:14][CH:15]=3)=[O:6])=[O:45])=[O:41])[CH:38]([CH3:39])[CH3:40])=[O:67])=[O:62])[C:58]3[C:50](=[CH:49][CH:48]=[CH:47][CH:46]=3)[C:51]=2[CH:52]=[CH:53][CH:54]=1, predict the reactants needed to synthesize it. The reactants are: [CH3:1][O:2][C@@H:3]([C@@H:21]1[CH2:25][CH2:24][CH2:23][N:22]1[C:26](=[O:45])[CH2:27][C@@H:28]([O:43][CH3:44])[C@@H:29]([N:34]([CH3:42])[C:35](=[O:41])[C@H:36]([CH:38]([CH3:40])[CH3:39])[NH2:37])[C@@H:30]([CH3:33])[CH2:31][CH3:32])[C@@H:4]([CH3:20])[C:5]([NH:7][C@H:8]([C:16]([O:18][CH3:19])=[O:17])[CH2:9][C:10]1[CH:15]=[CH:14][CH:13]=[CH:12][CH:11]=1)=[O:6].[CH:46]1[C:58]2[CH:57]([CH2:59][O:60][C:61]([NH:63][CH2:64][C:65]([CH3:70])([CH3:69])[C:66](O)=[O:67])=[O:62])[C:56]3[C:51](=[CH:52][CH:53]=[CH:54][CH:55]=3)[C:50]=2[CH:49]=[CH:48][CH:47]=1.CCN(C(C)C)C(C)C.CN(C(ON1N=NC2C=CC=NC1=2)=[N+](C)C)C.F[P-](F)(F)(F)(F)F.